From a dataset of Reaction yield outcomes from USPTO patents with 853,638 reactions. Predict the reaction yield, written as a fraction of the theoretical maximum amount of product (1.0 means a 100% yield; for example, 0.34 means a 34% yield). (1) The reactants are [NH2:1][C:2]1[CH:3]=[C:4]2[C:8](=[CH:9][CH:10]=1)[N:7]([CH2:11][C:12]1[CH:13]=[N:14][CH:15]=[CH:16][CH:17]=1)[CH:6]=[CH:5]2.[C:18]([N:25]1[CH:29]=[CH:28]N=[CH:26]1)(N1C=CN=C1)=[O:19].[CH3:30][O:31][C:32]1[CH:33]=[C:34]2C(=[CH:39][C:40]=1[C:41]([F:44])([F:43])[F:42])NCC2.O. The catalyst is ClCCl.CN(C)C=O. The product is [N:14]1[CH:15]=[CH:16][CH:17]=[C:12]([CH2:11][N:7]2[C:8]3[C:4](=[CH:3][C:2]([NH:1][C:18]([N:25]4[C:26]5[C:34](=[CH:33][C:32]([O:31][CH3:30])=[C:40]([C:41]([F:43])([F:44])[F:42])[CH:39]=5)[CH2:28][CH2:29]4)=[O:19])=[CH:10][CH:9]=3)[CH:5]=[CH:6]2)[CH:13]=1. The yield is 0.180. (2) The reactants are [CH3:1][O:2][C:3]1[CH:4]=[C:5]([NH:11][CH:12]=[C:13]2[C:18]3=[N:19][C:20]4[C:21]([CH3:27])=[CH:22][CH:23]=[CH:24][C:25]=4[CH:26]=[C:17]3[C:16](=[O:28])[O:15][C:14]2=[O:29])[CH:6]=[CH:7][C:8]=1[O:9][CH3:10].NC1C=C(OC)C(OC)=CC=1.N1C=CC=CC=1. The catalyst is C(N(CC)CC)C. The product is [CH3:1][O:2][C:3]1[CH:4]=[C:5]([N:11]2[CH:12]=[C:13]([C:14]([OH:15])=[O:29])[C:18]3[N:19]=[C:20]4[C:21]([CH3:27])=[CH:22][CH:23]=[CH:24][C:25]4=[CH:26][C:17]=3[C:16]2=[O:28])[CH:6]=[CH:7][C:8]=1[O:9][CH3:10]. The yield is 0.780.